Dataset: Full USPTO retrosynthesis dataset with 1.9M reactions from patents (1976-2016). Task: Predict the reactants needed to synthesize the given product. (1) Given the product [NH2:34][C:31]1[N:32]=[CH:33][C:28]([C:14]2[CH:15]=[CH:16][C:17]([C:2]3[CH:11]=[CH:10][CH:9]=[CH:8][C:3]=3[O:4][CH2:5][C:6]#[N:7])=[CH:18][C:13]=2[F:12])=[CH:29][N:30]=1, predict the reactants needed to synthesize it. The reactants are: Br[C:2]1[CH:11]=[CH:10][CH:9]=[CH:8][C:3]=1[O:4][CH2:5][C:6]#[N:7].[F:12][C:13]1[CH:18]=[C:17](B2OC(C)(C)C(C)(C)O2)[CH:16]=[CH:15][C:14]=1[C:28]1[CH:29]=[N:30][C:31]([NH2:34])=[N:32][CH:33]=1. (2) Given the product [I:13][C:10]1[CH:9]=[CH:8][C:7]([C:6]2[O:15][CH:3]=[CH:4][N:5]=2)=[CH:12][CH:11]=1, predict the reactants needed to synthesize it. The reactants are: CO[CH:3]([O:15]C)[CH2:4][NH:5][C:6](=O)[C:7]1[CH:12]=[CH:11][C:10]([I:13])=[CH:9][CH:8]=1.